This data is from Full USPTO retrosynthesis dataset with 1.9M reactions from patents (1976-2016). The task is: Predict the reactants needed to synthesize the given product. (1) Given the product [Cl:3][C:4]1[CH:12]=[C:11]2[C:7]([CH:8]=[CH:9][N:10]2[CH2:14][C:15]2[CH:16]=[CH:17][C:18]([C:21]([F:22])([F:23])[F:24])=[CH:19][CH:20]=2)=[CH:6][CH:5]=1, predict the reactants needed to synthesize it. The reactants are: [H-].[Na+].[Cl:3][C:4]1[CH:12]=[C:11]2[C:7]([CH:8]=[CH:9][NH:10]2)=[CH:6][CH:5]=1.Br[CH2:14][C:15]1[CH:20]=[CH:19][C:18]([C:21]([F:24])([F:23])[F:22])=[CH:17][CH:16]=1. (2) Given the product [Cl:1][C:2]1[CH:3]=[C:4]2[C:8](=[CH:9][CH:10]=1)[N:7]([C:11]1[C:20]3[C:15](=[CH:16][CH:17]=[C:18]([C:32]4[CH:31]=[CH:30][C:29]([F:28])=[CH:34][C:33]=4[F:35])[CH:19]=3)[N:14]=[C:13]([C:22]3[CH:23]=[N:24][CH:25]=[CH:26][CH:27]=3)[N:12]=1)[CH2:6][CH2:5]2, predict the reactants needed to synthesize it. The reactants are: [Cl:1][C:2]1[CH:3]=[C:4]2[C:8](=[CH:9][CH:10]=1)[N:7]([C:11]1[C:20]3[C:15](=[CH:16][CH:17]=[C:18](I)[CH:19]=3)[N:14]=[C:13]([C:22]3[CH:23]=[N:24][CH:25]=[CH:26][CH:27]=3)[N:12]=1)[CH2:6][CH2:5]2.[F:28][C:29]1[CH:34]=[C:33]([F:35])[CH:32]=[CH:31][C:30]=1B(O)O.[O-]P([O-])([O-])=O.[K+].[K+].[K+].